From a dataset of Reaction yield outcomes from USPTO patents with 853,638 reactions. Predict the reaction yield, written as a fraction of the theoretical maximum amount of product (1.0 means a 100% yield; for example, 0.34 means a 34% yield). (1) The reactants are I[CH2:2][CH2:3][CH2:4][CH2:5][CH2:6][CH2:7][I:8].[OH:9][C:10]1[C:11](=[O:21])[C:12]2[C:17]([C:18](=[O:20])[CH:19]=1)=[CH:16][CH:15]=[CH:14][CH:13]=2. The catalyst is C1C=CC=CC=1.[Ag]. The product is [I:8][CH2:7][CH2:6][CH2:5][CH2:4][CH2:3][CH2:2][O:20][C:18]1[C:17]2[C:12](=[CH:13][CH:14]=[CH:15][CH:16]=2)[C:11](=[O:21])[C:10](=[O:9])[CH:19]=1. The yield is 0.570. (2) The reactants are CC([O-])(C)C.[Na+].C1(C)C=CC=CC=1.[CH3:14][NH:15][C:16]1[CH:21]=[CH:20][CH:19]=[CH:18][CH:17]=1.Cl[C:23]1[CH:28]=[C:27]([CH3:29])[CH:26]=[CH:25][C:24]=1[CH3:30]. The catalyst is CCOCC.C1C=CC(/C=C/C(/C=C/C2C=CC=CC=2)=O)=CC=1.C1C=CC(/C=C/C(/C=C/C2C=CC=CC=2)=O)=CC=1.C1C=CC(/C=C/C(/C=C/C2C=CC=CC=2)=O)=CC=1.[Pd].[Pd]. The product is [CH3:30][C:24]1[CH:25]=[CH:26][C:27]([CH3:29])=[CH:28][C:23]=1[N:15]([CH3:14])[C:16]1[CH:21]=[CH:20][CH:19]=[CH:18][CH:17]=1. The yield is 0.950.